Dataset: NCI-60 drug combinations with 297,098 pairs across 59 cell lines. Task: Regression. Given two drug SMILES strings and cell line genomic features, predict the synergy score measuring deviation from expected non-interaction effect. (1) Drug 1: COC1=C(C=C2C(=C1)N=CN=C2NC3=CC(=C(C=C3)F)Cl)OCCCN4CCOCC4. Drug 2: CC1C(C(CC(O1)OC2CC(OC(C2O)C)OC3=CC4=CC5=C(C(=O)C(C(C5)C(C(=O)C(C(C)O)O)OC)OC6CC(C(C(O6)C)O)OC7CC(C(C(O7)C)O)OC8CC(C(C(O8)C)O)(C)O)C(=C4C(=C3C)O)O)O)O. Cell line: OVCAR-4. Synergy scores: CSS=30.3, Synergy_ZIP=5.14, Synergy_Bliss=6.48, Synergy_Loewe=4.42, Synergy_HSA=7.12. (2) Drug 1: C1=CN(C(=O)N=C1N)C2C(C(C(O2)CO)O)O.Cl. Drug 2: CN1C2=C(C=C(C=C2)N(CCCl)CCCl)N=C1CCCC(=O)O.Cl. Cell line: IGROV1. Synergy scores: CSS=13.2, Synergy_ZIP=-3.04, Synergy_Bliss=0.805, Synergy_Loewe=-22.0, Synergy_HSA=1.03. (3) Drug 1: COC1=C(C=C2C(=C1)N=CN=C2NC3=CC(=C(C=C3)F)Cl)OCCCN4CCOCC4. Cell line: RPMI-8226. Drug 2: C1=CC=C(C(=C1)C(C2=CC=C(C=C2)Cl)C(Cl)Cl)Cl. Synergy scores: CSS=10.6, Synergy_ZIP=9.33, Synergy_Bliss=9.79, Synergy_Loewe=-2.76, Synergy_HSA=8.31.